From a dataset of Full USPTO retrosynthesis dataset with 1.9M reactions from patents (1976-2016). Predict the reactants needed to synthesize the given product. (1) Given the product [C:17]1([C:16]2[N:11]3[CH:10]=[CH:9][C:8]4[C@@H:7]([O:24][CH2:25][CH2:26][O:27][CH3:28])[C@H:6]([OH:29])[C@@H:5]([C:36]5[CH:41]=[CH:40][CH:39]=[CH:38][CH:37]=5)[NH:4][C:13]=4[C:12]3=[N:14][C:15]=2[CH3:23])[CH:22]=[CH:21][CH:20]=[CH:19][CH:18]=1, predict the reactants needed to synthesize it. The reactants are: C([N:4]1[C:13]2[C:12]3=[N:14][C:15]([CH3:23])=[C:16]([C:17]4[CH:22]=[CH:21][CH:20]=[CH:19][CH:18]=4)[N:11]3[CH:10]=[CH:9][C:8]=2[C@@H:7]([O:24][CH2:25][CH2:26][O:27][CH3:28])[C@H:6]([O:29]C(=O)C(C)(C)C)[C@H:5]1[C:36]1[CH:41]=[CH:40][CH:39]=[CH:38][CH:37]=1)(=O)C.C(=O)([O-])[O-].[K+].[K+]. (2) Given the product [C:17]1([C:7]([C:1]2[CH:2]=[CH:3][CH:4]=[CH:5][CH:6]=2)=[N:8][N:9]([CH2:28][CH2:27][C:26]2[CH:30]=[CH:31][CH:32]=[C:24]([F:23])[CH:25]=2)[C:10]2[CH:11]=[CH:12][C:13]([CH3:16])=[CH:14][CH:15]=2)[CH:22]=[CH:21][CH:20]=[CH:19][CH:18]=1, predict the reactants needed to synthesize it. The reactants are: [C:1]1([C:7]([C:17]2[CH:22]=[CH:21][CH:20]=[CH:19][CH:18]=2)=[N:8][NH:9][C:10]2[CH:15]=[CH:14][C:13]([CH3:16])=[CH:12][CH:11]=2)[CH:6]=[CH:5][CH:4]=[CH:3][CH:2]=1.[F:23][C:24]1[CH:25]=[C:26]([CH:30]=[CH:31][CH:32]=1)[CH2:27][CH2:28]Br. (3) Given the product [CH3:16][N:17]1[C:21]([CH3:22])=[CH:20][C:19]([NH:23][C:2]2[CH:3]=[CH:4][C:5]([N:10]3[CH:14]=[C:13]([CH3:15])[N:12]=[CH:11]3)=[C:6]([CH:9]=2)[C:7]#[N:8])=[N:18]1, predict the reactants needed to synthesize it. The reactants are: Br[C:2]1[CH:3]=[CH:4][C:5]([N:10]2[CH:14]=[C:13]([CH3:15])[N:12]=[CH:11]2)=[C:6]([CH:9]=1)[C:7]#[N:8].[CH3:16][N:17]1[C:21]([CH3:22])=[CH:20][C:19]([NH2:23])=[N:18]1. (4) Given the product [CH:29]([OH:31])=[O:30].[NH2:17][C:10]1[CH2:11][O:12][CH2:13][C:14]([F:15])([F:16])[C@:8]([C:6]2[CH:7]=[C:2]([NH:1][C:29](=[O:30])[C:26]3[CH:25]=[CH:24][C:23]([CH:20]4[CH2:22][CH2:21]4)=[CH:28][N:27]=3)[CH:3]=[CH:4][C:5]=2[F:19])([CH3:18])[N:9]=1, predict the reactants needed to synthesize it. The reactants are: [NH2:1][C:2]1[CH:3]=[CH:4][C:5]([F:19])=[C:6]([C@:8]2([CH3:18])[C:14]([F:16])([F:15])[CH2:13][O:12][CH2:11][C:10]([NH2:17])=[N:9]2)[CH:7]=1.[CH:20]1([C:23]2[CH:24]=[CH:25][C:26]([C:29]([OH:31])=[O:30])=[N:27][CH:28]=2)[CH2:22][CH2:21]1.